Dataset: Catalyst prediction with 721,799 reactions and 888 catalyst types from USPTO. Task: Predict which catalyst facilitates the given reaction. Reactant: C[O:2][C:3]1[CH:8]=[CH:7][C:6]([C:9]2[CH:14]=[CH:13][CH:12]=[CH:11][CH:10]=2)=[C:5]([N+:15]([O-:17])=[O:16])[CH:4]=1.B(Br)(Br)Br. Product: [N+:15]([C:5]1[CH:4]=[C:3]([OH:2])[CH:8]=[CH:7][C:6]=1[C:9]1[CH:14]=[CH:13][CH:12]=[CH:11][CH:10]=1)([O-:17])=[O:16]. The catalyst class is: 4.